Dataset: Full USPTO retrosynthesis dataset with 1.9M reactions from patents (1976-2016). Task: Predict the reactants needed to synthesize the given product. (1) The reactants are: Br[CH:2]1[CH2:6][CH2:5][N:4]([CH2:7][C:8]2[CH:13]=[CH:12][C:11]([CH3:14])=[CH:10][CH:9]=2)[C:3]1=[O:15].Cl.[CH2:17]([O:24][C:25]1[CH:30]=[CH:29][C:28]([C@H:31]2[CH2:36][CH2:35][NH:34][CH2:33][C@@H:32]2[OH:37])=[CH:27][CH:26]=1)[C:18]1[CH:23]=[CH:22][CH:21]=[CH:20][CH:19]=1.C(N(CC)CC)C. Given the product [CH2:17]([O:24][C:25]1[CH:30]=[CH:29][C:28]([C@H:31]2[CH2:36][CH2:35][N:34]([CH:2]3[CH2:6][CH2:5][N:4]([CH2:7][C:8]4[CH:13]=[CH:12][C:11]([CH3:14])=[CH:10][CH:9]=4)[C:3]3=[O:15])[CH2:33][C@@H:32]2[OH:37])=[CH:27][CH:26]=1)[C:18]1[CH:19]=[CH:20][CH:21]=[CH:22][CH:23]=1, predict the reactants needed to synthesize it. (2) Given the product [CH3:15][O:14][C:10]1[N:9]=[C:8]([C:5]([CH3:7])([CH3:6])[C:4]([OH:16])=[O:3])[CH:13]=[CH:12][CH:11]=1, predict the reactants needed to synthesize it. The reactants are: C([O:3][C:4](=[O:16])[C:5]([C:8]1[CH:13]=[CH:12][CH:11]=[C:10]([O:14][CH3:15])[N:9]=1)([CH3:7])[CH3:6])C.[OH-].[K+]. (3) Given the product [CH:1]1([CH:7]([C:18]2[C:22]([CH3:23])=[CH:21][N:20]([C:24]3[CH:29]=[CH:28][CH:27]=[C:26]([C:30]([F:33])([F:31])[F:32])[CH:25]=3)[CH:19]=2)[O:8][C:9]2[CH:17]=[CH:16][C:12]([C:13]([N:35]([CH3:34])[CH2:36][CH2:37][C:38]([OH:40])=[O:39])=[O:14])=[CH:11][CH:10]=2)[CH2:6][CH2:5][CH2:4][CH2:3][CH2:2]1, predict the reactants needed to synthesize it. The reactants are: [CH:1]1([CH:7]([C:18]2[C:22]([CH3:23])=[CH:21][N:20]([C:24]3[CH:29]=[CH:28][CH:27]=[C:26]([C:30]([F:33])([F:32])[F:31])[CH:25]=3)[CH:19]=2)[O:8][C:9]2[CH:17]=[CH:16][C:12]([C:13](O)=[O:14])=[CH:11][CH:10]=2)[CH2:6][CH2:5][CH2:4][CH2:3][CH2:2]1.[CH3:34][NH:35][CH2:36][CH2:37][C:38]([O:40]CC)=[O:39].Cl.C(N=C=NCCCN(C)C)C.O.ON1C2C=CC=CC=2N=N1. (4) Given the product [F:9][C:10]1[CH:17]=[CH:16][C:13]([CH2:14][N:31]2[CH2:32][CH2:33][N:29]([C:21]3[S:22][C:23]([C:24]([O:26][CH2:27][CH3:28])=[O:25])=[C:19]([CH3:18])[N:20]=3)[C:30]2=[O:34])=[CH:12][CH:11]=1, predict the reactants needed to synthesize it. The reactants are: C(Br)C1C=CC=CC=1.[F:9][C:10]1[CH:17]=[CH:16][C:13]([CH2:14]Br)=[CH:12][CH:11]=1.[CH3:18][C:19]1[N:20]=[C:21]([N:29]2[CH2:33][CH2:32][NH:31][C:30]2=[O:34])[S:22][C:23]=1[C:24]([O:26][CH2:27][CH3:28])=[O:25]. (5) Given the product [CH2:1]([O:3][C:4]([C:6]1[N:7]=[C:8]([C:25]2[CH:30]=[CH:29][C:28]([C:31]([F:32])([F:34])[F:33])=[CH:27][CH:26]=2)[O:9][C:10]=1[C:11]1[CH:12]=[CH:13][C:14]([B:35]2[O:39][C:38]([CH3:41])([CH3:40])[C:37]([CH3:43])([CH3:42])[O:36]2)=[CH:15][CH:16]=1)=[O:5])[CH3:2], predict the reactants needed to synthesize it. The reactants are: [CH2:1]([O:3][C:4]([C:6]1[N:7]=[C:8]([C:25]2[CH:30]=[CH:29][C:28]([C:31]([F:34])([F:33])[F:32])=[CH:27][CH:26]=2)[O:9][C:10]=1[C:11]1[CH:16]=[CH:15][C:14](OS(C(F)(F)F)(=O)=O)=[CH:13][CH:12]=1)=[O:5])[CH3:2].[B:35]1([B:35]2[O:39][C:38]([CH3:41])([CH3:40])[C:37]([CH3:43])([CH3:42])[O:36]2)[O:39][C:38]([CH3:41])([CH3:40])[C:37]([CH3:43])([CH3:42])[O:36]1.C([O-])(=O)C.[K+]. (6) Given the product [ClH:18].[NH2:8][C@@H:9]1[CH2:13][CH2:12][CH2:11][C@@H:10]1[C:14]([O:16][CH3:17])=[O:15], predict the reactants needed to synthesize it. The reactants are: C(OC([NH:8][C@@H:9]1[CH2:13][CH2:12][CH2:11][C@@H:10]1[C:14]([O:16][CH3:17])=[O:15])=O)(C)(C)C.[ClH:18].C(OCC)(=O)C. (7) Given the product [F:1][C:2]1[CH:10]=[CH:9][CH:8]=[C:7]2[C:3]=1[CH2:4][CH2:5][N:6]2[C:11](=[O:28])[CH:12]([C:14]1[NH:19][C:18](=[O:20])[CH:17]=[C:16]([N:22]2[CH2:23][CH2:24][O:25][CH2:26][CH2:27]2)[N:15]=1)[CH3:13], predict the reactants needed to synthesize it. The reactants are: [F:1][C:2]1[CH:10]=[CH:9][CH:8]=[C:7]2[C:3]=1[CH2:4][CH2:5][N:6]2[C:11](=[O:28])[CH:12]([C:14]1[N:19]=[C:18]([O:20]C)[CH:17]=[C:16]([N:22]2[CH2:27][CH2:26][O:25][CH2:24][CH2:23]2)[N:15]=1)[CH3:13].[I-].[K+].C(#N)C.C[Si](C)(C)Cl.